This data is from Full USPTO retrosynthesis dataset with 1.9M reactions from patents (1976-2016). The task is: Predict the reactants needed to synthesize the given product. (1) Given the product [C:1]([O:13][C:14]1[CH:22]=[CH:21][C:17]([C:18]([OH:20])=[O:19])=[CH:16][CH:15]=1)(=[O:11])[CH2:2][CH2:3][CH2:4][CH2:5][CH2:6][CH2:7][CH2:8][CH2:9][CH3:10], predict the reactants needed to synthesize it. The reactants are: [C:1](Cl)(=[O:11])[CH2:2][CH2:3][CH2:4][CH2:5][CH2:6][CH2:7][CH2:8][CH2:9][CH3:10].[OH:13][C:14]1[CH:22]=[CH:21][C:17]([C:18]([OH:20])=[O:19])=[CH:16][CH:15]=1. (2) The reactants are: Cl.[N:2]1([CH2:8][C:9]([OH:11])=O)[CH2:7][CH2:6][O:5][CH2:4][CH2:3]1.[NH2:12][C@@H:13]([CH2:31][O:32][CH2:33][C:34]1[CH:39]=[CH:38][C:37]([F:40])=[CH:36][CH:35]=1)[C:14]([NH:16][C:17]1[CH:22]=[CH:21][C:20]([O:23][C:24]2[CH:29]=[CH:28][C:27]([F:30])=[CH:26][CH:25]=2)=[CH:19][CH:18]=1)=[O:15]. Given the product [F:40][C:37]1[CH:38]=[CH:39][C:34]([CH2:33][O:32][CH2:31][C@H:13]([NH:12][C:9](=[O:11])[CH2:8][N:2]2[CH2:3][CH2:4][O:5][CH2:6][CH2:7]2)[C:14]([NH:16][C:17]2[CH:22]=[CH:21][C:20]([O:23][C:24]3[CH:29]=[CH:28][C:27]([F:30])=[CH:26][CH:25]=3)=[CH:19][CH:18]=2)=[O:15])=[CH:35][CH:36]=1, predict the reactants needed to synthesize it. (3) Given the product [CH2:17]([O:24][CH2:25][C:26](=[O:33])[C:27](=[N+:14]=[N-:15])[C:28]([O:30][CH2:31][CH3:32])=[O:29])[C:18]1[CH:23]=[CH:22][CH:21]=[CH:20][CH:19]=1, predict the reactants needed to synthesize it. The reactants are: C(NC1C=CC(S([N:14]=[N+:15]=[N-])(=O)=O)=CC=1)(=O)C.[CH2:17]([O:24][CH2:25][C:26](=[O:33])[CH2:27][C:28]([O:30][CH2:31][CH3:32])=[O:29])[C:18]1[CH:23]=[CH:22][CH:21]=[CH:20][CH:19]=1.C(N(CC)CC)C. (4) The reactants are: [N+:1]([O-:4])([O-])=[O:2].[K+].[Cl:6][C:7]1[CH:12]=[CH:11][C:10]([CH2:13][C:14]([OH:16])=[O:15])=[CH:9][CH:8]=1. Given the product [Cl:6][C:7]1[CH:8]=[CH:9][C:10]([CH2:13][C:14]([OH:16])=[O:15])=[CH:11][C:12]=1[N+:1]([O-:4])=[O:2], predict the reactants needed to synthesize it. (5) Given the product [Cl:1][C:2]1[CH:11]=[C:10]2[C:5]([CH2:6][CH2:7][CH2:8][N:9]2[C:12]2[C:16]3[CH2:17][N:18]([C:42]([NH:41][CH3:40])=[O:43])[CH2:19][CH2:20][C:15]=3[N:14]([CH:21]3[CH2:26][CH2:25][O:24][CH2:23][CH2:22]3)[N:13]=2)=[CH:4][C:3]=1[C:27]1[CH:28]=[N:29][N:30]([CH3:32])[CH:31]=1, predict the reactants needed to synthesize it. The reactants are: [Cl:1][C:2]1[CH:11]=[C:10]2[C:5]([CH2:6][CH2:7][CH2:8][N:9]2[C:12]2[C:16]3[CH2:17][NH:18][CH2:19][CH2:20][C:15]=3[N:14]([CH:21]3[CH2:26][CH2:25][O:24][CH2:23][CH2:22]3)[N:13]=2)=[CH:4][C:3]=1[C:27]1[CH:28]=[N:29][N:30]([CH3:32])[CH:31]=1.C(N(CC)CC)C.[CH3:40][NH:41][C:42](N1C=CN=C1)=[O:43]. (6) Given the product [O:1]1[C:5]2[CH:6]=[CH:7][C:8]([C:10]([CH:29]3[C:30](=[O:32])[O:31][C:26]([CH3:34])([CH3:25])[O:27][C:28]3=[O:33])=[O:12])=[CH:9][C:4]=2[CH:3]=[CH:2]1, predict the reactants needed to synthesize it. The reactants are: [O:1]1[C:5]2[CH:6]=[CH:7][C:8]([C:10]([OH:12])=O)=[CH:9][C:4]=2[CH:3]=[CH:2]1.CCN=C=NCCCN(C)C.Cl.[CH3:25][C:26]1([CH3:34])[O:31][C:30](=[O:32])[CH2:29][C:28](=[O:33])[O:27]1. (7) Given the product [CH2:1]([O:3][C:4](=[O:17])[CH:5]([S:6]([C:9]1[CH:14]=[CH:13][C:12]([O:15][CH3:16])=[CH:11][CH:10]=1)(=[O:7])=[O:8])[CH2:18][CH:19]=[C:20]([CH3:22])[CH3:21])[CH3:2], predict the reactants needed to synthesize it. The reactants are: [CH2:1]([O:3][C:4](=[O:17])[CH2:5][S:6]([C:9]1[CH:14]=[CH:13][C:12]([O:15][CH3:16])=[CH:11][CH:10]=1)(=[O:8])=[O:7])[CH3:2].[CH:18](Br)=[CH:19][C:20](=[CH2:22])[CH3:21].C1OCCOCCOCCOCCOCCOC1.C([O-])([O-])=O.[K+].[K+].